From a dataset of TCR-epitope binding with 47,182 pairs between 192 epitopes and 23,139 TCRs. Binary Classification. Given a T-cell receptor sequence (or CDR3 region) and an epitope sequence, predict whether binding occurs between them. (1) The epitope is TLVPQEHYV. The TCR CDR3 sequence is CSAGTSGNYGYTF. Result: 1 (the TCR binds to the epitope). (2) The epitope is GTITSGWTF. The TCR CDR3 sequence is CASSLAGSTDTQYF. Result: 1 (the TCR binds to the epitope). (3) The epitope is TSNQVAVLY. The TCR CDR3 sequence is CASSRLDRDSGETQYF. Result: 1 (the TCR binds to the epitope). (4) The epitope is KLWAQCVQL. The TCR CDR3 sequence is CASSLSLTRGDTQYF. Result: 1 (the TCR binds to the epitope). (5) The epitope is YIFFASFYY. The TCR CDR3 sequence is CASSPTYYGYTF. Result: 0 (the TCR does not bind to the epitope). (6) The epitope is NYSGVVTTVMF. The TCR CDR3 sequence is CASSQGLAGGDTGELFF. Result: 0 (the TCR does not bind to the epitope). (7) The epitope is TLDSKTQSL. The TCR CDR3 sequence is CASSHTTVSNTGELFF. Result: 0 (the TCR does not bind to the epitope). (8) The epitope is TFYLTNDVSFL. The TCR CDR3 sequence is CASRVSGGTYEQYF. Result: 0 (the TCR does not bind to the epitope). (9) The epitope is LPAADLDDF. The TCR CDR3 sequence is CSVRPTRNEQFF. Result: 0 (the TCR does not bind to the epitope).